Task: Regression. Given a peptide amino acid sequence and an MHC pseudo amino acid sequence, predict their binding affinity value. This is MHC class I binding data.. Dataset: Peptide-MHC class I binding affinity with 185,985 pairs from IEDB/IMGT (1) The peptide sequence is LYSSTVPVF. The MHC is HLA-A24:02 with pseudo-sequence HLA-A24:02. The binding affinity (normalized) is 0.787. (2) The peptide sequence is GIFLFLMSGK. The MHC is HLA-A03:01 with pseudo-sequence HLA-A03:01. The binding affinity (normalized) is 0.589. (3) The peptide sequence is FLSHYFTLV. The MHC is HLA-A23:01 with pseudo-sequence HLA-A23:01. The binding affinity (normalized) is 0.203.